Dataset: Full USPTO retrosynthesis dataset with 1.9M reactions from patents (1976-2016). Task: Predict the reactants needed to synthesize the given product. The reactants are: C[N:2](/[CH:4]=[CH:5]/[C:6]([C:8]1[N:13]=[CH:12][CH:11]=[CH:10][CH:9]=1)=O)C.[NH2:14]N. Given the product [NH:2]1[CH:4]=[CH:5][C:6]([C:8]2[CH:9]=[CH:10][CH:11]=[CH:12][N:13]=2)=[N:14]1, predict the reactants needed to synthesize it.